Dataset: Full USPTO retrosynthesis dataset with 1.9M reactions from patents (1976-2016). Task: Predict the reactants needed to synthesize the given product. The reactants are: [CH:1]1([CH2:4][N:5]2[C:14]([C:15]([O:17][CH2:18][CH3:19])=[O:16])=[C:13]([OH:20])[C:12]3[C:7](=[CH:8][CH:9]=[C:10]([F:21])[CH:11]=3)[C:6]2=[O:22])[CH2:3][CH2:2]1.[CH2:23](O)[CH2:24][CH2:25][CH3:26].C(P(CCCC)CCCC)CCC.N(C(N1CCCCC1)=O)=NC(N1CCCCC1)=O. Given the product [CH2:23]([O:20][C:13]1[C:12]2[C:7](=[CH:8][CH:9]=[C:10]([F:21])[CH:11]=2)[C:6](=[O:22])[N:5]([CH2:4][CH:1]2[CH2:3][CH2:2]2)[C:14]=1[C:15]([O:17][CH2:18][CH3:19])=[O:16])[CH2:24][CH2:25][CH3:26], predict the reactants needed to synthesize it.